This data is from Full USPTO retrosynthesis dataset with 1.9M reactions from patents (1976-2016). The task is: Predict the reactants needed to synthesize the given product. Given the product [CH3:4][C:5]1[C:14]2[C:9](=[CH:10][CH:11]=[CH:12][CH:13]=2)[CH:8]=[C:7]([C:15]([OH:17])=[O:16])[N:6]=1, predict the reactants needed to synthesize it. The reactants are: CSC[CH2:4][C:5]1[C:14]2[C:9](=[CH:10][CH:11]=[CH:12][CH:13]=2)[CH:8]=[C:7]([C:15]([OH:17])=[O:16])[N:6]=1.Cl.COC(=O)[C@H](CC1C=CC=CC=1)N.